From a dataset of NCI-60 drug combinations with 297,098 pairs across 59 cell lines. Regression. Given two drug SMILES strings and cell line genomic features, predict the synergy score measuring deviation from expected non-interaction effect. Drug 1: CC1=C(C(=CC=C1)Cl)NC(=O)C2=CN=C(S2)NC3=CC(=NC(=N3)C)N4CCN(CC4)CCO. Drug 2: C1CN(CCN1C(=O)CCBr)C(=O)CCBr. Cell line: HCT-15. Synergy scores: CSS=11.3, Synergy_ZIP=-9.76, Synergy_Bliss=-12.5, Synergy_Loewe=-10.4, Synergy_HSA=-9.49.